From a dataset of Catalyst prediction with 721,799 reactions and 888 catalyst types from USPTO. Predict which catalyst facilitates the given reaction. (1) Reactant: [NH2:1][C:2]1[C:19]([CH3:20])=[C:18]([CH3:21])[C:5]([O:6][CH2:7][C:8]([N:10]([CH3:17])[CH:11]2[CH2:16][CH2:15][NH:14][CH2:13][CH2:12]2)=[O:9])=[C:4]([CH3:22])[C:3]=1[CH3:23].[CH2:24](Br)[CH2:25][C:26]1[CH:31]=[CH:30][CH:29]=[CH:28][CH:27]=1.C(N(CC)CC)C.C(=O)([O-])O.[Na+]. Product: [NH2:1][C:2]1[C:19]([CH3:20])=[C:18]([CH3:21])[C:5]([O:6][CH2:7][C:8]([N:10]([CH3:17])[CH:11]2[CH2:16][CH2:15][N:14]([CH2:24][CH2:25][C:26]3[CH:31]=[CH:30][CH:29]=[CH:28][CH:27]=3)[CH2:13][CH2:12]2)=[O:9])=[C:4]([CH3:22])[C:3]=1[CH3:23]. The catalyst class is: 10. (2) Reactant: [CH2:1]([O:8][C:9](=[O:17])[NH:10][CH2:11][CH:12]1[CH2:16][CH2:15][O:14][CH2:13]1)[C:2]1[CH:7]=[CH:6][CH:5]=[CH:4][CH:3]=1. Product: [CH2:1]([O:8][C:9](=[O:17])[NH:10][CH2:11][C@H:12]1[CH2:16][CH2:15][O:14][CH2:13]1)[C:2]1[CH:7]=[CH:6][CH:5]=[CH:4][CH:3]=1.[CH2:1]([O:8][C:9](=[O:17])[NH:10][CH2:11][C@@H:12]1[CH2:16][CH2:15][O:14][CH2:13]1)[C:2]1[CH:7]=[CH:6][CH:5]=[CH:4][CH:3]=1. The catalyst class is: 7. (3) Reactant: [C:1]([C:3]1[C:24]([O:25][CH3:26])=[CH:23][C:6]2[C:7]3[N:12]([CH:13]([CH2:15][CH3:16])[CH2:14][C:5]=2[CH:4]=1)[CH:11]=[C:10]([C:17]([O:19]CC)=[O:18])[C:9](=[O:22])[CH:8]=3)#[N:2].[Li+].[OH-].Cl. Product: [C:1]([C:3]1[C:24]([O:25][CH3:26])=[CH:23][C:6]2[C:7]3[N:12]([CH:13]([CH2:15][CH3:16])[CH2:14][C:5]=2[CH:4]=1)[CH:11]=[C:10]([C:17]([OH:19])=[O:18])[C:9](=[O:22])[CH:8]=3)#[N:2]. The catalyst class is: 36. (4) Reactant: Cl[C:2]1[CH:3]=[CH:4][C:5]2[N:6]([C:8]([C:18]3[CH:23]=[CH:22][N:21]=[C:20]([NH:24][CH:25]4[CH2:30][CH2:29][CH2:28][CH2:27][CH2:26]4)[CH:19]=3)=[C:9]([C:11]3[CH:16]=[CH:15][CH:14]=[C:13]([CH3:17])[CH:12]=3)[N:10]=2)[N:7]=1.[CH3:31][S-:32].[Na+].C(O)C. Product: [CH:25]1([NH:24][C:20]2[CH:19]=[C:18]([C:8]3[N:6]4[N:7]=[C:2]([S:32][CH3:31])[CH:3]=[CH:4][C:5]4=[N:10][C:9]=3[C:11]3[CH:16]=[CH:15][CH:14]=[C:13]([CH3:17])[CH:12]=3)[CH:23]=[CH:22][N:21]=2)[CH2:30][CH2:29][CH2:28][CH2:27][CH2:26]1. The catalyst class is: 8.